Predict the product of the given reaction. From a dataset of Forward reaction prediction with 1.9M reactions from USPTO patents (1976-2016). (1) Given the reactants [CH3:1][N:2]1[C:6]2[CH2:7][CH2:8][CH2:9][CH2:10][CH2:11][C:5]=2[C:4]([Sn](CCCC)(CCCC)CCCC)=[N:3]1.[C:25]([NH:29][C:30]([C:32]1[C:40]2[C:35](=[N:36][CH:37]=[C:38](Br)[N:39]=2)[N:34]([CH2:42][O:43][CH2:44][CH2:45][Si:46]([CH3:49])([CH3:48])[CH3:47])[CH:33]=1)=[O:31])([CH3:28])([CH3:27])[CH3:26], predict the reaction product. The product is: [C:25]([NH:29][C:30]([C:32]1[C:40]2[C:35](=[N:36][CH:37]=[C:38]([C:4]3[C:5]4[CH2:11][CH2:10][CH2:9][CH2:8][CH2:7][C:6]=4[N:2]([CH3:1])[N:3]=3)[N:39]=2)[N:34]([CH2:42][O:43][CH2:44][CH2:45][Si:46]([CH3:49])([CH3:48])[CH3:47])[CH:33]=1)=[O:31])([CH3:28])([CH3:27])[CH3:26]. (2) Given the reactants [CH3:1][CH:2]([CH3:7])[C:3](=[CH2:6])[CH:4]=[O:5].[CH3:8][O:9][C:10](=[O:23])[CH2:11][NH:12][S:13]([C:16]1[CH:21]=[CH:20][C:19]([CH3:22])=[CH:18][CH:17]=1)(=[O:15])=[O:14].C1CCN2C(=NCCC2)CC1, predict the reaction product. The product is: [CH3:8][O:9][C:10]([CH:11]1[CH:4]([OH:5])[CH:3]([CH:2]([CH3:7])[CH3:1])[CH2:6][N:12]1[S:13]([C:16]1[CH:17]=[CH:18][C:19]([CH3:22])=[CH:20][CH:21]=1)(=[O:15])=[O:14])=[O:23]. (3) Given the reactants BrC1C=CC(S(O[CH2:12][C@@H:13]2[O:27][C:17]3=[C:18]4[C:23](=[CH:24][CH:25]=[C:16]3[O:15][CH2:14]2)[N:22]=[C:21]([CH3:26])[CH:20]=[CH:19]4)(=O)=O)=CC=1.[Br:28][C:29]1[CH:30]=[C:31]2[C:36](=[CH:37][CH:38]=1)[N:35]=[C:34]([N:39]1[CH2:44][CH2:43][NH:42][CH2:41][CH2:40]1)[CH:33]=[CH:32]2.C(=O)(O)[O-].[Na+], predict the reaction product. The product is: [Br:28][C:29]1[CH:30]=[C:31]2[C:36](=[CH:37][CH:38]=1)[N:35]=[C:34]([N:39]1[CH2:40][CH2:41][N:42]([CH2:12][C@@H:13]3[O:27][C:17]4=[C:18]5[C:23](=[CH:24][CH:25]=[C:16]4[O:15][CH2:14]3)[N:22]=[C:21]([CH3:26])[CH:20]=[CH:19]5)[CH2:43][CH2:44]1)[CH:33]=[CH:32]2. (4) The product is: [O:1]=[C:2]1[C:3]([C:4]([OH:6])=[O:5])=[CH:7][CH:8]=[CH:9][N:10]1[CH2:18][C:17]1[CH:20]=[CH:21][C:14]([Br:13])=[CH:15][CH:16]=1. Given the reactants [OH:1][C:2]1[N:10]=[CH:9][CH:8]=[CH:7][C:3]=1[C:4]([OH:6])=[O:5].[OH-].[Na+].[Br:13][C:14]1[CH:21]=[CH:20][C:17]([CH2:18]Br)=[CH:16][CH:15]=1, predict the reaction product. (5) Given the reactants [Br:1]N1C(=O)CCC1=O.[CH2:9]([O:16][C:17]1[CH:22]=[CH:21][CH:20]=[C:19]([O:23][CH2:24][C:25]2[CH:30]=[CH:29][CH:28]=[CH:27][CH:26]=2)[C:18]=1[C:31]([F:34])([F:33])[F:32])[C:10]1[CH:15]=[CH:14][CH:13]=[CH:12][CH:11]=1.O, predict the reaction product. The product is: [CH2:24]([O:23][C:19]1[CH:20]=[CH:21][C:22]([Br:1])=[C:17]([O:16][CH2:9][C:10]2[CH:11]=[CH:12][CH:13]=[CH:14][CH:15]=2)[C:18]=1[C:31]([F:33])([F:32])[F:34])[C:25]1[CH:26]=[CH:27][CH:28]=[CH:29][CH:30]=1. (6) The product is: [Br:1][C:2]1[CH:3]=[CH:4][C:5]([F:29])=[C:6]([C@:8]2([CH2:27][F:28])[CH2:13][C@@H:12]([C:14]([F:16])([F:17])[F:15])[O:11][C:10]([NH2:18])=[N:9]2)[CH:7]=1. Given the reactants [Br:1][C:2]1[CH:3]=[CH:4][C:5]([F:29])=[C:6]([C@:8]2([CH2:27][F:28])[CH2:13][C@@H:12]([C:14]([F:17])([F:16])[F:15])[O:11][C:10]([NH:18]C(=O)C3C=CC=CC=3)=[N:9]2)[CH:7]=1.N12CCCN=C1CCCCC2, predict the reaction product. (7) Given the reactants Cl.FC1C=C(C=CC=1)CN1C=C(C2C3C(=NC=C(C4C=CC(C5CCNCC5)=CC=4)C=3)N(S(C3C=CC(C)=CC=3)(=O)=O)C=2)C=N1.[F:46][C:47]1[CH:48]=[C:49]([CH:92]=[CH:93][CH:94]=1)[CH2:50][N:51]1[CH:55]=[C:54]([C:56]2[C:64]3[C:59](=[N:60][CH:61]=[C:62]([C:65]4[CH:70]=[CH:69][C:68]([N:71]5[CH2:77][CH2:76][CH2:75][N:74]([CH2:78][C@@H:79]([OH:81])[CH3:80])[CH2:73][CH2:72]5)=[CH:67][CH:66]=4)[CH:63]=3)[N:58](S(C3C=CC(C)=CC=3)(=O)=O)[CH:57]=2)[CH:53]=[N:52]1.[OH-].[Li+], predict the reaction product. The product is: [F:46][C:47]1[CH:48]=[C:49]([CH:92]=[CH:93][CH:94]=1)[CH2:50][N:51]1[CH:55]=[C:54]([C:56]2[C:64]3[C:59](=[N:60][CH:61]=[C:62]([C:65]4[CH:66]=[CH:67][C:68]([N:71]5[CH2:77][CH2:76][CH2:75][N:74]([CH2:78][C@@H:79]([OH:81])[CH3:80])[CH2:73][CH2:72]5)=[CH:69][CH:70]=4)[CH:63]=3)[NH:58][CH:57]=2)[CH:53]=[N:52]1. (8) Given the reactants [CH3:1][O:2][C:3]([C:5]1[CH:9]=[C:8]([CH:10]=[O:11])[S:7][CH:6]=1)=[O:4].[CH2:12]([Mg]Cl)[C:13]([CH3:16])([CH3:15])[CH3:14].O, predict the reaction product. The product is: [CH3:1][O:2][C:3]([C:5]1[CH:9]=[C:8]([CH:10]([OH:11])[CH2:12][C:13]([CH3:16])([CH3:15])[CH3:14])[S:7][CH:6]=1)=[O:4]. (9) Given the reactants Br[C:2]1[CH:7]=[C:6]([Cl:8])[CH:5]=[CH:4][C:3]=1O.[C:10]([O-:13])([O-])=O.[Cs+].[Cs+].[NH:16]1[CH:20]=[CH:19][CH:18]=[N:17]1.[CH3:21]N(C=O)C, predict the reaction product. The product is: [Cl:8][C:6]1[CH:5]=[CH:4][C:3]([O:13][CH2:10][CH3:21])=[C:2]([N:16]2[CH:20]=[CH:19][CH:18]=[N:17]2)[CH:7]=1.